Dataset: M1 muscarinic receptor agonist screen with 61,833 compounds. Task: Binary Classification. Given a drug SMILES string, predict its activity (active/inactive) in a high-throughput screening assay against a specified biological target. (1) The molecule is Clc1c(OCC(=O)Nc2cc3c(=O)n4CCCCc4nc3cc2)ccc(Cl)c1. The result is 0 (inactive). (2) The drug is O=C1N(CC(C1)C(=O)Nc1c(cccc1)C(OC)=O)c1ccccc1. The result is 0 (inactive). (3) The drug is s1c2n(c(c1C(=O)Nc1ccccc1)C)cc(n2)c1ccccc1. The result is 0 (inactive). (4) The compound is O=C(Nc1cc2OCCOc2cc1)CN1CCN(CC1)c1n(C(C)C)c2c(n1)cccc2. The result is 1 (active). (5) The drug is s1c(Cn2c3nc4c(nc3c(c2N)C(=O)NCCCOC(C)C)cccc4)ccc1. The result is 0 (inactive). (6) The molecule is s1c(nc(c2oc3c(c2)cccc3)c1)Cn1c(nc2c(c1=O)cccc2)CN(C)C. The result is 0 (inactive). (7) The compound is Brc1cc(CN2CCN(CC2)c2ccccc2)c(O)cc1. The result is 0 (inactive). (8) The molecule is O(c1c(c2nn(nn2)CC#N)cccc1)C. The result is 0 (inactive).